From a dataset of Full USPTO retrosynthesis dataset with 1.9M reactions from patents (1976-2016). Predict the reactants needed to synthesize the given product. (1) Given the product [C:8]([C:5]1[N:6]=[N:7][C:2]([NH:23][C@@H:24]2[CH2:29][CH2:28][CH2:27][CH2:26][C@@H:25]2[NH:30][C:31](=[O:37])[O:32][C:33]([CH3:35])([CH3:34])[CH3:36])=[CH:3][C:4]=1[NH:11][C:12]1[CH:17]=[CH:16][CH:15]=[C:14]([C:18]([C:21]#[N:22])([CH3:20])[CH3:19])[N:13]=1)(=[O:9])[NH2:10], predict the reactants needed to synthesize it. The reactants are: Cl[C:2]1[N:7]=[N:6][C:5]([C:8]([NH2:10])=[O:9])=[C:4]([NH:11][C:12]2[CH:17]=[CH:16][CH:15]=[C:14]([C:18]([C:21]#[N:22])([CH3:20])[CH3:19])[N:13]=2)[CH:3]=1.[NH2:23][C@@H:24]1[CH2:29][CH2:28][CH2:27][CH2:26][C@@H:25]1[NH:30][C:31](=[O:37])[O:32][C:33]([CH3:36])([CH3:35])[CH3:34]. (2) Given the product [CH:1]1([CH2:6][C@H:7]([C:11]2[CH:16]=[CH:15][C:14]([Cl:17])=[C:13]([Cl:18])[CH:12]=2)[C:8]([NH:25][C:26]2[CH:31]=[CH:30][N:29]=[CH:28][N:27]=2)=[O:10])[CH2:2][CH2:3][CH2:4][CH2:5]1, predict the reactants needed to synthesize it. The reactants are: [CH:1]1([CH2:6][C@H:7]([C:11]2[CH:16]=[CH:15][C:14]([Cl:17])=[C:13]([Cl:18])[CH:12]=2)[C:8]([OH:10])=O)[CH2:5][CH2:4][CH2:3][CH2:2]1.C(Cl)(=O)C(Cl)=O.[NH2:25][C:26]1[CH:31]=[CH:30][N:29]=[CH:28][N:27]=1.N1C=CC=CC=1.